From a dataset of Reaction yield outcomes from USPTO patents with 853,638 reactions. Predict the reaction yield, written as a fraction of the theoretical maximum amount of product (1.0 means a 100% yield; for example, 0.34 means a 34% yield). (1) The reactants are [CH3:1][N:2]1[CH2:7][CH2:6][N:5]([CH2:8][C:9]#[CH:10])[CH2:4][CH2:3]1.Br[C:12]1[CH:13]=[C:14]2[C:18](=[C:19]([Cl:21])[CH:20]=1)[C:17](=[O:22])[N:16]([CH2:23][C:24]1[CH:29]=[CH:28][C:27]([O:30][C:31]3[CH:36]=[CH:35][CH:34]=[CH:33][CH:32]=3)=[CH:26][CH:25]=1)[CH2:15]2.C(Cl)(Cl)Cl.CO. The catalyst is C(NC(C)C)(C)C.Cl[Pd](Cl)([P](C1C=CC=CC=1)(C1C=CC=CC=1)C1C=CC=CC=1)[P](C1C=CC=CC=1)(C1C=CC=CC=1)C1C=CC=CC=1.[Cu]I. The product is [Cl:21][C:19]1[CH:20]=[C:12]([C:10]#[C:9][CH2:8][N:5]2[CH2:6][CH2:7][N:2]([CH3:1])[CH2:3][CH2:4]2)[CH:13]=[C:14]2[C:18]=1[C:17](=[O:22])[N:16]([CH2:23][C:24]1[CH:29]=[CH:28][C:27]([O:30][C:31]3[CH:32]=[CH:33][CH:34]=[CH:35][CH:36]=3)=[CH:26][CH:25]=1)[CH2:15]2. The yield is 0.710. (2) The reactants are Br[C:2]1[C:10]2[C:5](=[N:6][C:7]([NH:11][CH2:12][CH2:13][CH2:14][CH3:15])=[N:8][CH:9]=2)[N:4]([C@H:16]2[CH2:21][CH2:20][C@H:19]([OH:22])[CH2:18][CH2:17]2)[N:3]=1.B1([C:32]2[CH:37]=[CH:36][C:35]([CH2:38][N:39]3[CH2:44][CH2:43][O:42][CH2:41][CH2:40]3)=[CH:34][CH:33]=2)OC(C)(C)C(C)(C)O1.C(=O)([O-])[O-].[K+].[K+]. The catalyst is O1CCOCC1.O.CCOC(C)=O.[Pd].C1(P(C2C=CC=CC=2)C2C=CC=CC=2)C=CC=CC=1.C1(P(C2C=CC=CC=2)C2C=CC=CC=2)C=CC=CC=1.C1(P(C2C=CC=CC=2)C2C=CC=CC=2)C=CC=CC=1.C1(P(C2C=CC=CC=2)C2C=CC=CC=2)C=CC=CC=1. The product is [CH2:12]([NH:11][C:7]1[N:6]=[C:5]2[N:4]([C@H:16]3[CH2:21][CH2:20][C@H:19]([OH:22])[CH2:18][CH2:17]3)[N:3]=[C:2]([C:32]3[CH:33]=[CH:34][C:35]([CH2:38][N:39]4[CH2:44][CH2:43][O:42][CH2:41][CH2:40]4)=[CH:36][CH:37]=3)[C:10]2=[CH:9][N:8]=1)[CH2:13][CH2:14][CH3:15]. The yield is 0.570. (3) The reactants are Cl[C:2]1[N:7]=[C:6]([NH:8][C:9]2[C:18]([F:19])=[CH:17][CH:16]=[CH:15][C:10]=2[C:11]([NH:13][CH3:14])=[O:12])[C:5]([Cl:20])=[CH:4][N:3]=1.[NH2:21][C:22]1[CH:35]=[CH:34][C:25]2[NH:26][C:27](=[O:33])[CH2:28][CH2:29][C:30]([CH3:32])([CH3:31])[C:24]=2[CH:23]=1.CC1(C)[C@]2(CS(O)(=O)=O)C(C[C@H]1CC2)=O. The catalyst is C(O)(C)C. The product is [Cl:20][C:5]1[C:6]([NH:8][C:9]2[C:18]([F:19])=[CH:17][CH:16]=[CH:15][C:10]=2[C:11]([NH:13][CH3:14])=[O:12])=[N:7][C:2]([NH:21][C:22]2[CH:35]=[CH:34][C:25]3[NH:26][C:27](=[O:33])[CH2:28][CH2:29][C:30]([CH3:32])([CH3:31])[C:24]=3[CH:23]=2)=[N:3][CH:4]=1. The yield is 0.260. (4) The reactants are [CH3:1][C:2]1[S:6][C:5]([C:7]([O:9]C)=[O:8])=[CH:4][C:3]=1[C:11]1[N:15]([CH3:16])[N:14]=[CH:13][CH:12]=1.[Cl:17]N1C(=O)CCC1=O.[OH-].[Na+]. The catalyst is O1CCCC1. The product is [Cl:17][C:12]1[CH:13]=[N:14][N:15]([CH3:16])[C:11]=1[C:3]1[CH:4]=[C:5]([C:7]([OH:9])=[O:8])[S:6][C:2]=1[CH3:1]. The yield is 0.770. (5) The yield is 0.460. No catalyst specified. The reactants are [Cl:1][C:2]1[CH:13]=[CH:12][C:5]([O:6][CH:7]([CH3:11])[C:8]([OH:10])=O)=[C:4]([CH3:14])[CH:3]=1.[NH:15]1[C:24]2[C:19](=[CH:20][CH:21]=[CH:22][CH:23]=2)[CH2:18][CH2:17][CH2:16]1. The product is [Cl:1][C:2]1[CH:13]=[CH:12][C:5]([O:6][CH:7]([CH3:11])[C:8]([N:15]2[C:24]3[C:19](=[CH:20][CH:21]=[CH:22][CH:23]=3)[CH2:18][CH2:17][CH2:16]2)=[O:10])=[C:4]([CH3:14])[CH:3]=1. (6) The yield is 0.560. The reactants are [C:1]([O:5][CH2:6][C:7]1[CH:8]=[C:9]([C:13]2[N:21]3[C:16]([CH:17]=[N:18][C:19](O)=[N:20]3)=[CH:15][CH:14]=2)[CH:10]=[CH:11][CH:12]=1)([CH3:4])([CH3:3])[CH3:2].[N:23]1([C:29]2[CH:30]=[C:31]([NH2:35])[CH:32]=[CH:33][CH:34]=2)[CH2:28][CH2:27][O:26][CH2:25][CH2:24]1. The product is [C:1]([O:5][CH2:6][C:7]1[CH:8]=[C:9]([C:13]2[N:21]3[C:16]([CH:17]=[N:18][C:19]([NH:35][C:31]4[CH:32]=[CH:33][CH:34]=[C:29]([N:23]5[CH2:28][CH2:27][O:26][CH2:25][CH2:24]5)[CH:30]=4)=[N:20]3)=[CH:15][CH:14]=2)[CH:10]=[CH:11][CH:12]=1)([CH3:4])([CH3:3])[CH3:2]. No catalyst specified. (7) The reactants are [O:1]1[CH2:6][CH2:5][CH2:4][CH2:3][CH:2]1[O:7][CH2:8][CH2:9][N:10]1[CH:14]=[C:13](B2OC(C)(C)C(C)(C)O2)[CH:12]=[N:11]1.Cl[C:25]1[CH:26]=[C:27]([F:32])[C:28]([F:31])=[N:29][CH:30]=1.CC(C1C=C(C(C)C)C(C2C=CC=CC=2P(C2CCCCC2)C2CCCCC2)=C(C(C)C)C=1)C.P([O-])([O-])([O-])=O.[K+].[K+].[K+]. The catalyst is O.O1CCOCC1. The product is [F:31][C:28]1[C:27]([F:32])=[CH:26][C:25]([C:13]2[CH:12]=[N:11][N:10]([CH2:9][CH2:8][O:7][CH:2]3[CH2:3][CH2:4][CH2:5][CH2:6][O:1]3)[CH:14]=2)=[CH:30][N:29]=1. The yield is 0.605.